This data is from Catalyst prediction with 721,799 reactions and 888 catalyst types from USPTO. The task is: Predict which catalyst facilitates the given reaction. (1) Reactant: [CH2:1]([C:3]1([CH2:13][CH3:14])[C:11]2[C:6](=[CH:7][CH:8]=[CH:9][CH:10]=2)[NH:5][C:4]1=[O:12])[CH3:2].[N+:15]([O-])([OH:17])=[O:16]. Product: [CH2:13]([C:3]1([CH2:1][CH3:2])[C:11]2[C:6](=[CH:7][CH:8]=[C:9]([N+:15]([O-:17])=[O:16])[CH:10]=2)[NH:5][C:4]1=[O:12])[CH3:14]. The catalyst class is: 65. (2) Reactant: [F:1][C:2]1[CH:7]=[CH:6][C:5]([N:8]2[C:13]3[C:14]([CH:23]=[CH2:24])=[CH:15][C:16]([NH:18][S:19]([CH3:22])(=[O:21])=[O:20])=[CH:17][C:12]=3[O:11][C:10]([CH3:26])([CH3:25])[C:9]2=[O:27])=[CH:4][CH:3]=1.[H][H]. Product: [CH2:23]([C:14]1[C:13]2[N:8]([C:5]3[CH:4]=[CH:3][C:2]([F:1])=[CH:7][CH:6]=3)[C:9](=[O:27])[C:10]([CH3:26])([CH3:25])[O:11][C:12]=2[CH:17]=[C:16]([NH:18][S:19]([CH3:22])(=[O:21])=[O:20])[CH:15]=1)[CH3:24]. The catalyst class is: 178.